From a dataset of Forward reaction prediction with 1.9M reactions from USPTO patents (1976-2016). Predict the product of the given reaction. (1) The product is: [NH2:23][C:20]1[N:21]=[CH:22][C:17]([C:12]2[CH:11]=[C:10]3[C:15]([CH:16]=[C:7]([NH:6][C:4]([CH:1]4[CH2:2][CH2:3]4)=[O:5])[N:8]=[CH:9]3)=[CH:14][CH:13]=2)=[C:18]([CH3:31])[CH:19]=1. Given the reactants [CH:1]1([C:4]([NH:6][C:7]2[N:8]=[CH:9][C:10]3[C:15]([CH:16]=2)=[CH:14][CH:13]=[C:12]([C:17]2[C:18]([CH3:31])=[CH:19][C:20]([NH:23]C(=O)OC(C)(C)C)=[N:21][CH:22]=2)[CH:11]=3)=[O:5])[CH2:3][CH2:2]1, predict the reaction product. (2) Given the reactants [CH3:1][C:2]1[CH:3]=[C:4]2[C:9](=[CH:10][CH:11]=1)[NH:8][CH:7]=[CH:6][C:5]2=O.[OH-].[Na+].P(Cl)(Cl)([Cl:17])=O, predict the reaction product. The product is: [Cl:17][C:5]1[C:4]2[C:9](=[CH:10][CH:11]=[C:2]([CH3:1])[CH:3]=2)[N:8]=[CH:7][CH:6]=1. (3) Given the reactants [CH3:1][N:2]1[C:7](=[O:8])[CH:6]=[C:5]([NH:9][C:10]2[CH:19]=[CH:18][C:17]3[C:12](=[CH:13][CH:14]=[CH:15][CH:16]=3)[CH:11]=2)[C:4]([C:20]([OH:22])=[O:21])=[CH:3]1.FC(F)(F)C(O[C:28]1[C:33]([F:34])=[C:32]([F:35])[C:31]([F:36])=[C:30]([F:37])[C:29]=1[F:38])=O.N1C=CC=CC=1, predict the reaction product. The product is: [CH3:1][N:2]1[C:7](=[O:8])[CH:6]=[C:5]([NH:9][C:10]2[CH:19]=[CH:18][C:17]3[C:12](=[CH:13][CH:14]=[CH:15][CH:16]=3)[CH:11]=2)[C:4]([C:20]([O:22][C:28]2[C:29]([F:38])=[C:30]([F:37])[C:31]([F:36])=[C:32]([F:35])[C:33]=2[F:34])=[O:21])=[CH:3]1. (4) The product is: [Br:1][C:12]1[CH:13]=[CH:14][C:9]([N:3]2[CH2:8][CH2:7][O:6][CH2:5][CH2:4]2)=[CH:10][CH:11]=1. Given the reactants [Br:1]Br.[N:3]1([C:9]2[CH:14]=[CH:13][CH:12]=[CH:11][CH:10]=2)[CH2:8][CH2:7][O:6][CH2:5][CH2:4]1.O, predict the reaction product. (5) Given the reactants FC(F)(F)C1C=CC(CBr)=CC=1.Br[CH2:14][CH2:15][OH:16].[CH3:17][C:18]1[N:19]=[C:20]([N:33]2[C:37](=[O:38])[NH:36][N:35]=[CH:34]2)[S:21][C:22]=1[C:23]([NH:25][CH2:26][C:27]1[CH:28]=[N:29][CH:30]=[CH:31][CH:32]=1)=[O:24], predict the reaction product. The product is: [OH:16][CH2:15][CH2:14][N:36]1[C:37](=[O:38])[N:33]([C:20]2[S:21][C:22]([C:23]([NH:25][CH2:26][C:27]3[CH:28]=[N:29][CH:30]=[CH:31][CH:32]=3)=[O:24])=[C:18]([CH3:17])[N:19]=2)[CH:34]=[N:35]1.